From a dataset of Reaction yield outcomes from USPTO patents with 853,638 reactions. Predict the reaction yield, written as a fraction of the theoretical maximum amount of product (1.0 means a 100% yield; for example, 0.34 means a 34% yield). (1) The reactants are [CH2:1]([O:3][C:4]([C:6]1[CH:7]=[N:8][C:9]2[C:14]([C:15]=1Cl)=[CH:13][CH:12]=[CH:11][C:10]=2[N+:17]([O-])=O)=[O:5])[CH3:2].[CH2:20]([NH2:30])[C:21]1[CH:29]=[CH:28][C:27]2[O:26][CH2:25][O:24][C:23]=2[CH:22]=1. No catalyst specified. The product is [CH2:1]([O:3][C:4]([C:6]1[CH:7]=[N:8][C:9]2[C:14]([C:15]=1[NH:30][CH2:20][C:21]1[CH:29]=[CH:28][C:27]3[O:26][CH2:25][O:24][C:23]=3[CH:22]=1)=[CH:13][CH:12]=[CH:11][C:10]=2[NH2:17])=[O:5])[CH3:2]. The yield is 0.910. (2) The reactants are [H-].[H-].[H-].[H-].[Li+].[Al+3].[O:7]1[C:11]2[CH:12]=[CH:13][CH:14]=[CH:15][C:10]=2[N:9]=[C:8]1[C:16]1[CH:25]=[CH:24][C:19]([C:20](OC)=[O:21])=[CH:18][CH:17]=1.O.[OH-].[K+]. The catalyst is C1COCC1. The product is [O:7]1[C:11]2[CH:12]=[CH:13][CH:14]=[CH:15][C:10]=2[N:9]=[C:8]1[C:16]1[CH:25]=[CH:24][C:19]([CH2:20][OH:21])=[CH:18][CH:17]=1. The yield is 0.500.